From a dataset of Full USPTO retrosynthesis dataset with 1.9M reactions from patents (1976-2016). Predict the reactants needed to synthesize the given product. (1) Given the product [N:29]1([CH:25]2[CH2:26][CH2:27][N:23]([C:20]3[CH:19]=[CH:18][C:17]([N:11]4[CH2:10][CH2:9][C:8]5[C:13](=[CH:14][CH:15]=[C:6]([O:5][CH2:1][CH2:2][CH2:3][CH3:4])[CH:7]=5)[C:12]4=[O:16])=[CH:22][CH:21]=3)[CH2:24]2)[CH2:33][CH2:32][CH2:31][CH2:30]1, predict the reactants needed to synthesize it. The reactants are: [CH2:1]([O:5][C:6]1[CH:7]=[C:8]2[C:13](=[CH:14][CH:15]=1)[C:12](=[O:16])[N:11]([C:17]1[CH:22]=[CH:21][C:20]([N:23]3[CH2:27][CH2:26][C:25](=O)[CH2:24]3)=[CH:19][CH:18]=1)[CH2:10][CH2:9]2)[CH2:2][CH2:3][CH3:4].[NH:29]1[CH2:33][CH2:32][CH2:31][CH2:30]1. (2) Given the product [CH3:3][O:4][C:5]1[CH:10]=[C:9]([CH:11]2[CH2:16][CH2:15][N:14]([CH3:40])[CH2:13][CH2:12]2)[CH:8]=[CH:7][C:6]=1[NH:17][C:18]1[N:23]=[C:22]([CH2:24][CH2:25][C:26]2[CH:31]=[CH:30][CH:29]=[CH:28][C:27]=2[CH2:32][C:33]([NH2:35])=[O:34])[C:21]([C:36]([F:37])([F:38])[F:39])=[CH:20][N:19]=1, predict the reactants needed to synthesize it. The reactants are: C=O.[CH3:3][O:4][C:5]1[CH:10]=[C:9]([CH:11]2[CH2:16][CH2:15][NH:14][CH2:13][CH2:12]2)[CH:8]=[CH:7][C:6]=1[NH:17][C:18]1[N:23]=[C:22]([CH2:24][CH2:25][C:26]2[CH:31]=[CH:30][CH:29]=[CH:28][C:27]=2[CH2:32][C:33]([NH2:35])=[O:34])[C:21]([C:36]([F:39])([F:38])[F:37])=[CH:20][N:19]=1.[C:40](O[BH-](OC(=O)C)OC(=O)C)(=O)C.[Na+].CO.C(Cl)Cl. (3) Given the product [CH2:1]([O:8][C:9]([N:11]([CH2:20][CH2:21][O:22][CH3:23])[C@@H:12]([CH3:16])[C:13]([OH:15])=[O:14])=[O:10])[C:2]1[CH:3]=[CH:4][CH:5]=[CH:6][CH:7]=1, predict the reactants needed to synthesize it. The reactants are: [CH2:1]([O:8][C:9]([NH:11][C@@H:12]([CH3:16])[C:13]([OH:15])=[O:14])=[O:10])[C:2]1[CH:7]=[CH:6][CH:5]=[CH:4][CH:3]=1.[H-].[Na+].Br[CH2:20][CH2:21][O:22][CH3:23]. (4) Given the product [CH3:23][C:24]1[CH:25]=[C:26]2[C:27](=[CH:28][CH:29]=1)[NH:30][C:9]([C:16]1[CH:21]=[CH:20][CH:19]=[CH:18][CH:17]=1)=[C:10]2[CH2:11][CH2:12][C:13]([OH:15])=[O:14], predict the reactants needed to synthesize it. The reactants are: C(N(CC)CC)C.O=[C:9]([C:16]1[CH:21]=[CH:20][CH:19]=[CH:18][CH:17]=1)[CH2:10][CH2:11][CH2:12][C:13]([OH:15])=[O:14].Cl.[CH3:23][C:24]1[CH:29]=[CH:28][C:27]([NH:30]N)=[CH:26][CH:25]=1.CCOCC. (5) Given the product [F:18][C:19]1[CH:24]=[CH:23][C:22]([CH2:25][CH2:26][NH:27][C:15]([C:4]2[C:3]3[C:7](=[CH:8][CH:9]=[CH:10][C:2]=3[Cl:1])[N:6]([CH2:11][CH2:12][O:13][CH3:14])[CH:5]=2)=[O:17])=[C:21]([Cl:28])[CH:20]=1, predict the reactants needed to synthesize it. The reactants are: [Cl:1][C:2]1[CH:10]=[CH:9][CH:8]=[C:7]2[C:3]=1[C:4]([C:15]([OH:17])=O)=[CH:5][N:6]2[CH2:11][CH2:12][O:13][CH3:14].[F:18][C:19]1[CH:24]=[CH:23][C:22]([CH2:25][CH2:26][NH2:27])=[C:21]([Cl:28])[CH:20]=1.Cl.CN(C)CCCN=C=NCC.N1(O)C2C=CC=CC=2N=N1.CCN(C(C)C)C(C)C. (6) Given the product [NH2:18][C@:19]12[CH2:55][CH2:54][C@@H:53]([CH:56]([CH3:59])[CH2:57][OH:58])[C@@H:20]1[C@@H:21]1[C@@:34]([CH3:37])([CH2:35][CH2:36]2)[C@@:33]2([CH3:38])[C@@H:24]([C@:25]3([CH3:52])[C@@H:30]([CH2:31][CH2:32]2)[C:29]([CH3:39])([CH3:40])[C:28]([C:41]2[CH:50]=[CH:49][C:44]([C:45]([O:47][CH3:48])=[O:46])=[C:43]([F:51])[CH:42]=2)=[CH:27][CH2:26]3)[CH2:23][CH2:22]1, predict the reactants needed to synthesize it. The reactants are: C1C2C(COC([NH:18][C@:19]34[CH2:55][CH2:54][C@@H:53]([CH:56]([CH3:59])[CH2:57][OH:58])[C@@H:20]3[C@@H:21]3[C@@:34]([CH3:37])([CH2:35][CH2:36]4)[C@@:33]4([CH3:38])[C@@H:24]([C@:25]5([CH3:52])[C@@H:30]([CH2:31][CH2:32]4)[C:29]([CH3:40])([CH3:39])[C:28]([C:41]4[CH:50]=[CH:49][C:44]([C:45]([O:47][CH3:48])=[O:46])=[C:43]([F:51])[CH:42]=4)=[CH:27][CH2:26]5)[CH2:23][CH2:22]3)=O)C3C(=CC=CC=3)C=2C=CC=1.N1CCCCC1. (7) Given the product [CH3:1][O:2][C:3](=[O:23])[C@H:4]([NH:12][C:13]([O:15][CH2:16][C:17]1[CH:18]=[CH:19][CH:20]=[CH:21][CH:22]=1)=[O:14])[CH2:5][C:6]1([CH3:11])[CH2:7][CH2:8][CH2:9][CH2:10]1, predict the reactants needed to synthesize it. The reactants are: [CH3:1][O:2][C:3](=[O:23])[CH:4]([NH:12][C:13]([O:15][CH2:16][C:17]1[CH:22]=[CH:21][CH:20]=[CH:19][CH:18]=1)=[O:14])[CH2:5][C:6]1([CH3:11])[CH2:10][CH2:9][CH2:8][CH2:7]1. (8) Given the product [ClH:1].[ClH:1].[N:2]1[CH:3]=[CH:4][C:5]([N:8]2[CH2:25][CH2:24][C:11]3([CH2:16][CH2:15][NH:14][CH2:13][CH2:12]3)[CH2:10][CH2:9]2)=[CH:6][CH:7]=1, predict the reactants needed to synthesize it. The reactants are: [ClH:1].[N:2]1[CH:7]=[CH:6][C:5]([N:8]2[CH2:25][CH2:24][C:11]3([CH2:16][CH2:15][N:14](C(OC(C)(C)C)=O)[CH2:13][CH2:12]3)[CH2:10][CH2:9]2)=[CH:4][CH:3]=1. (9) Given the product [Cl:1][C:2]1[N:7]=[CH:6][C:5]([O:8][C:9]2[CH:14]=[CH:13][C:12]([CH2:15][O:16][C:19]3[CH:20]=[C:21]4[NH:28][C:27]([CH3:37])([CH3:36])[CH2:26][N:22]4[C:23](=[O:25])[N:24]=3)=[CH:11][C:10]=2[F:17])=[CH:4][CH:3]=1, predict the reactants needed to synthesize it. The reactants are: [Cl:1][C:2]1[N:7]=[CH:6][C:5]([O:8][C:9]2[CH:14]=[CH:13][C:12]([CH2:15][OH:16])=[CH:11][C:10]=2[F:17])=[CH:4][CH:3]=1.Cl[C:19]1[CH:20]=[C:21]2[N:28](C(OC(C)(C)C)=O)[C:27]([CH3:37])([CH3:36])[CH2:26][N:22]2[C:23](=[O:25])[N:24]=1.